This data is from Forward reaction prediction with 1.9M reactions from USPTO patents (1976-2016). The task is: Predict the product of the given reaction. Given the reactants [Br:1][C:2]1[CH:3]=[CH:4][C:5]([CH2:8]Br)=[N:6][CH:7]=1.[CH3:10][S:11]([O-:13])=[O:12].[Na+], predict the reaction product. The product is: [Br:1][C:2]1[CH:3]=[CH:4][C:5]([CH2:8][S:11]([CH3:10])(=[O:13])=[O:12])=[N:6][CH:7]=1.